Predict the reactants needed to synthesize the given product. From a dataset of Full USPTO retrosynthesis dataset with 1.9M reactions from patents (1976-2016). (1) Given the product [N:1]1[CH:6]=[CH:5][CH:4]=[C:3]([CH2:7][NH:8][C:9]([C:11]2[S:15][C:14]([C:16]3[CH:20]=[CH:19][N:18]([CH2:23][C:24]4[CH:25]=[CH:26][C:27]([N:30]5[CH:34]=[CH:33][CH:32]=[N:31]5)=[CH:28][CH:29]=4)[N:17]=3)=[N:13][C:12]=2[CH3:21])=[O:10])[CH:2]=1, predict the reactants needed to synthesize it. The reactants are: [N:1]1[CH:6]=[CH:5][CH:4]=[C:3]([CH2:7][NH:8][C:9]([C:11]2[S:15][C:14]([C:16]3[NH:17][N:18]=[CH:19][CH:20]=3)=[N:13][C:12]=2[CH3:21])=[O:10])[CH:2]=1.Br[CH2:23][C:24]1[CH:29]=[CH:28][C:27]([N:30]2[CH:34]=[CH:33][CH:32]=[N:31]2)=[CH:26][CH:25]=1. (2) Given the product [NH2:1][C:2]1[N:7]([CH2:8][C:9]2[CH:14]=[CH:13][CH:12]=[CH:11][CH:10]=2)[C:6](=[O:15])[NH:5][C:4](=[O:16])[C:3]=1[NH:19][CH3:18], predict the reactants needed to synthesize it. The reactants are: [NH2:1][C:2]1[N:7]([CH2:8][C:9]2[CH:14]=[CH:13][CH:12]=[CH:11][CH:10]=2)[C:6](=[O:15])[NH:5][C:4](=[O:16])[C:3]=1Br.[CH3:18][NH2:19].